From a dataset of Forward reaction prediction with 1.9M reactions from USPTO patents (1976-2016). Predict the product of the given reaction. (1) The product is: [Br:15][C:5]1[C:4]([N+:1]([O-:3])=[O:2])=[CH:13][CH:12]=[C:11]2[C:6]=1[CH:7]=[CH:8][CH:9]=[N:10]2. Given the reactants [N+:1]([C:4]1[CH:13]=[CH:12][C:11]2[N:10]=[CH:9][CH:8]=[CH:7][C:6]=2[C:5]=1N)([O-:3])=[O:2].[BrH:15].N([O-])=O.[Na+].C([O-])(O)=O.[Na+].C(N(CC(O)=O)CC(O)=O)CN(CC(O)=O)CC(O)=O, predict the reaction product. (2) Given the reactants [CH2:1]([O:8][C:9]1[CH:19]=[CH:18][C:12](/[CH:13]=[CH:14]/[N+:15]([O-])=O)=[CH:11][C:10]=1[O:20][CH3:21])[C:2]1[CH:7]=[CH:6][CH:5]=[CH:4][CH:3]=1.[H-].[Al+3].[Li+].[H-].[H-].[H-], predict the reaction product. The product is: [CH2:1]([O:8][C:9]1[CH:19]=[CH:18][C:12]([CH2:13][CH2:14][NH2:15])=[CH:11][C:10]=1[O:20][CH3:21])[C:2]1[CH:7]=[CH:6][CH:5]=[CH:4][CH:3]=1. (3) Given the reactants [CH2:1]([C@@:4]1([C:20]2[CH:25]=[CH:24][CH:23]=[CH:22][C:21]=2[F:26])[O:9][C:8](=[O:10])[N:7]([C@H:11]([C:13]2[CH:18]=[CH:17][C:16](Br)=[CH:15][CH:14]=2)[CH3:12])[CH2:6][CH2:5]1)[CH:2]=[CH2:3].[F:27][C:28]1[CH:33]=[CH:32][C:31](B(O)O)=[CH:30][CH:29]=1.C([O-])([O-])=O.[Cs+].[Cs+], predict the reaction product. The product is: [CH2:1]([C@@:4]1([C:20]2[CH:25]=[CH:24][CH:23]=[CH:22][C:21]=2[F:26])[O:9][C:8](=[O:10])[N:7]([C@H:11]([C:13]2[CH:18]=[CH:17][C:16]([C:31]3[CH:32]=[CH:33][C:28]([F:27])=[CH:29][CH:30]=3)=[CH:15][CH:14]=2)[CH3:12])[CH2:6][CH2:5]1)[CH:2]=[CH2:3]. (4) Given the reactants O=[C:2]1[CH:7]=[N:6][C:5]2[S:8][C:9]([C:11]([O:13][CH3:14])=[O:12])=[CH:10][C:4]=2[NH:3]1.O=P(Cl)(Cl)[Cl:17], predict the reaction product. The product is: [Cl:17][C:2]1[N:3]=[C:4]2[CH:10]=[C:9]([C:11]([O:13][CH3:14])=[O:12])[S:8][C:5]2=[N:6][CH:7]=1. (5) The product is: [O:1]1[C:10]2[C:5](=[CH:6][C:7]([C:11]3[C:16]([CH:17]=[O:18])=[C:15]([CH3:19])[N:14]=[C:13]4[NH:20][CH:21]=[CH:22][C:12]=34)=[CH:8][CH:9]=2)[CH2:4][CH2:3][CH2:2]1. Given the reactants [O:1]1[C:10]2[C:5](=[CH:6][C:7]([C:11]3[C:16]([CH2:17][OH:18])=[C:15]([CH3:19])[N:14]=[C:13]4[NH:20][CH:21]=[CH:22][C:12]=34)=[CH:8][CH:9]=2)[CH2:4][CH2:3][CH2:2]1.C1C=C[NH+]=CC=1.[O-][Cr](Cl)(=O)=O, predict the reaction product. (6) Given the reactants [CH:1]([O:4][C:5]([N:7]1[CH2:12][CH2:11][CH:10]([O:13][CH2:14][C:15]2[N:19]=[C:18]([C:20]3[CH:21]=[N:22][C:23](Cl)=[CH:24][CH:25]=3)[O:17][N:16]=2)[CH2:9][CH2:8]1)=[O:6])([CH3:3])[CH3:2].Cl.C1C2C(COC(=O)[NH:44][C@H:45]3[C@H:49]([C:50]4[CH:55]=[CH:54][CH:53]=[CH:52][C:51]=4[F:56])[CH2:48][NH:47][CH2:46]3)C3C(=CC=CC=3)C=2C=CC=1.CCN(C(C)C)C(C)C, predict the reaction product. The product is: [CH:1]([O:4][C:5]([N:7]1[CH2:12][CH2:11][CH:10]([O:13][CH2:14][C:15]2[N:19]=[C:18]([C:20]3[CH:21]=[N:22][C:23]([N:47]4[CH2:48][C@H:49]([C:50]5[CH:55]=[CH:54][CH:53]=[CH:52][C:51]=5[F:56])[C@@H:45]([NH2:44])[CH2:46]4)=[CH:24][CH:25]=3)[O:17][N:16]=2)[CH2:9][CH2:8]1)=[O:6])([CH3:3])[CH3:2]. (7) Given the reactants [NH2:1][CH2:2][C:3]1([NH2:8])[CH2:7][CH2:6][CH2:5][CH2:4]1.[NH2:9][C:10]1[C:11]([C:18]([NH:20][C:21](=N)SC)=[O:19])=[N:12][C:13]([Cl:17])=[C:14]([NH2:16])[N:15]=1, predict the reaction product. The product is: [NH:8]1[C:3]2([CH2:7][CH2:6][CH2:5][CH2:4]2)[CH2:2][NH:1]/[C:21]/1=[N:20]/[C:18]([C:11]1[C:10]([NH2:9])=[N:15][C:14]([NH2:16])=[C:13]([Cl:17])[N:12]=1)=[O:19]. (8) Given the reactants [CH3:1][O:2][C:3]1[CH:12]=[CH:11][CH:10]=[C:9]2[C:4]=1[CH2:5][C@@H:6]([NH2:13])[CH2:7][O:8]2.Cl[C:15]([O:17][CH2:18][CH3:19])=[O:16].C(N(C(C)C)C(C)C)C, predict the reaction product. The product is: [CH3:1][O:2][C:3]1[CH:12]=[CH:11][CH:10]=[C:9]2[C:4]=1[CH2:5][C@@H:6]([NH:13][C:15](=[O:16])[O:17][CH2:18][CH3:19])[CH2:7][O:8]2. (9) The product is: [NH2:31][C:16]1([C:14]([NH:13][C@H:9]([C:6]2[CH:5]=[CH:4][C:3]([Cl:2])=[CH:8][CH:7]=2)[CH2:10][CH2:11][OH:12])=[O:15])[CH2:17][CH2:18][N:19]([C:22]2[C:23]3[CH:30]=[CH:29][NH:28][C:24]=3[N:25]=[CH:26][N:27]=2)[CH2:20][CH2:21]1. Given the reactants Cl.[Cl:2][C:3]1[CH:8]=[CH:7][C:6]([C@@H:9]([NH:13][C:14]([C:16]2([NH:31]C(=O)OC(C)(C)C)[CH2:21][CH2:20][N:19]([C:22]3[C:23]4[CH:30]=[CH:29][NH:28][C:24]=4[N:25]=[CH:26][N:27]=3)[CH2:18][CH2:17]2)=[O:15])[CH2:10][CH2:11][OH:12])=[CH:5][CH:4]=1, predict the reaction product. (10) The product is: [NH2:1][C:2]1([CH3:28])[CH2:3][CH2:4][N:5]([C:8]2[N:9]=[CH:10][C:11]3[N:12]=[CH:13][N:14]=[C:15]([NH:18][C:19]4[CH:24]=[CH:23][C:22]([F:25])=[C:21]([Cl:26])[CH:20]=4)[C:16]=3[N:17]=2)[CH2:6][CH2:7]1. Given the reactants [NH2:1][C:2]1([CH3:28])[CH2:7][CH2:6][N:5]([C:8]2[NH:9][CH2:10][C:11]3[N:12]=[C:13](Cl)[N:14]=[C:15]([NH:18][C:19]4[CH:24]=[CH:23][C:22]([F:25])=[C:21]([Cl:26])[CH:20]=4)[C:16]=3[N:17]=2)[CH2:4][CH2:3]1.I.C, predict the reaction product.